Dataset: Catalyst prediction with 721,799 reactions and 888 catalyst types from USPTO. Task: Predict which catalyst facilitates the given reaction. (1) Reactant: O.[CH3:2][N:3]([CH3:23])[C@H:4]1[CH2:9][CH2:8][CH2:7][N:6]([C:10]2[CH:15]=[CH:14][C:13]([C:16]([F:19])([F:18])[F:17])=[CH:12][C:11]=2[N+:20]([O-])=O)[CH2:5]1. Product: [NH2:20][C:11]1[CH:12]=[C:13]([C:16]([F:17])([F:18])[F:19])[CH:14]=[CH:15][C:10]=1[N:6]1[CH2:7][CH2:8][CH2:9][C@H:4]([N:3]([CH3:23])[CH3:2])[CH2:5]1. The catalyst class is: 19. (2) Reactant: CC(OC(/N=N/C(OC(C)C)=O)=O)C.C1(P(C2C=CC=CC=2)C2C=CC=CC=2)C=CC=CC=1.[O:34]1[CH2:39][CH2:38][CH:37]([OH:40])[CH2:36][CH2:35]1.[F:41][C:42]1[CH:47]=[C:46](O)[CH:45]=[C:44]([F:49])[C:43]=1[C:50]1[N:55]=[C:54]([C:56]([O:58][CH3:59])=[O:57])[CH:53]=[CH:52][C:51]=1[F:60]. Product: [F:41][C:42]1[CH:47]=[C:46]([O:40][CH:37]2[CH2:38][CH2:39][O:34][CH2:35][CH2:36]2)[CH:45]=[C:44]([F:49])[C:43]=1[C:50]1[N:55]=[C:54]([C:56]([O:58][CH3:59])=[O:57])[CH:53]=[CH:52][C:51]=1[F:60]. The catalyst class is: 1. (3) Reactant: [NH:1]1[CH2:12][CH2:11][CH2:10][CH2:9][CH2:8][CH2:7][CH2:6][CH2:5][CH2:4][CH2:3][C:2]1=O.F[B-](F)(F)F.C([O+](CC)CC)C.C(=O)(O)[O-].[Na+].[CH3:31][O:32][CH:33]([O:36][CH3:37])[CH2:34][NH2:35]. Product: [NH:1]1[CH2:12][CH2:11][CH2:10][CH2:9][CH2:8][CH2:7][CH2:6][CH2:5][CH2:4][CH2:3][C:2]1=[N:35][CH2:34][CH:33]([O:36][CH3:37])[O:32][CH3:31]. The catalyst class is: 4. (4) Reactant: N[C:2]([CH2:6][O:7][C:8]1[CH:13]=[CH:12][C:11]([Cl:14])=[CH:10][CH:9]=1)([CH3:5])[C:3]#[N:4].[Cl:15][C:16]1[CH:21]=[CH:20][C:19]([CH2:22][S:23](Cl)(=[O:25])=[O:24])=[CH:18][CH:17]=1.N1(C2CCCCCCC2)CCCCCCN1. Product: [Cl:14][C:11]1[CH:12]=[CH:13][C:8]([O:7][CH2:6][C:2]([S:23]([CH2:22][C:19]2[CH:20]=[CH:21][C:16]([Cl:15])=[CH:17][CH:18]=2)(=[O:24])=[O:25])([CH3:5])[C:3]#[N:4])=[CH:9][CH:10]=1. The catalyst class is: 54. (5) Reactant: Cl.Cl[CH2:3][C:4]1[CH:9]=[CH:8][CH:7]=[CH:6][N:5]=1.[NH2:10][CH2:11][C:12]([OH:14])=[O:13].[OH-].[Na+]. Product: [N:5]1[CH:6]=[CH:7][CH:8]=[CH:9][C:4]=1[CH2:3][N:10]([CH2:11][C:12]([OH:14])=[O:13])[CH2:3][C:4]1[CH:9]=[CH:8][CH:7]=[CH:6][N:5]=1. The catalyst class is: 6. (6) Product: [ClH:42].[F:22][C:16]1[CH:17]=[CH:18][C:19]([F:21])=[CH:20][C:15]=1[N:14]1[C:10]([S:7]([C:1]2[CH:6]=[CH:5][CH:4]=[CH:3][CH:2]=2)(=[O:9])=[O:8])=[CH:11][C:12]([CH2:23][NH:24][CH3:25])=[N:13]1. The catalyst class is: 13. Reactant: [C:1]1([S:7]([C:10]2[N:14]([C:15]3[CH:20]=[C:19]([F:21])[CH:18]=[CH:17][C:16]=3[F:22])[N:13]=[C:12]([CH2:23][N:24](C)[C:25](=O)OC(C)(C)C)[CH:11]=2)(=[O:9])=[O:8])[CH:6]=[CH:5][CH:4]=[CH:3][CH:2]=1.C(O)C.C(OCC)(=O)C.[ClH:42].